Dataset: NCI-60 drug combinations with 297,098 pairs across 59 cell lines. Task: Regression. Given two drug SMILES strings and cell line genomic features, predict the synergy score measuring deviation from expected non-interaction effect. (1) Drug 1: C1CCC(C1)C(CC#N)N2C=C(C=N2)C3=C4C=CNC4=NC=N3. Drug 2: CC1OCC2C(O1)C(C(C(O2)OC3C4COC(=O)C4C(C5=CC6=C(C=C35)OCO6)C7=CC(=C(C(=C7)OC)O)OC)O)O. Cell line: K-562. Synergy scores: CSS=48.6, Synergy_ZIP=4.18, Synergy_Bliss=5.18, Synergy_Loewe=-5.55, Synergy_HSA=5.85. (2) Drug 1: CC1=C(C=C(C=C1)C(=O)NC2=CC(=CC(=C2)C(F)(F)F)N3C=C(N=C3)C)NC4=NC=CC(=N4)C5=CN=CC=C5. Drug 2: CC12CCC3C(C1CCC2OP(=O)(O)O)CCC4=C3C=CC(=C4)OC(=O)N(CCCl)CCCl.[Na+]. Cell line: SNB-19. Synergy scores: CSS=17.8, Synergy_ZIP=2.39, Synergy_Bliss=7.43, Synergy_Loewe=1.46, Synergy_HSA=1.58. (3) Drug 1: CN(C)N=NC1=C(NC=N1)C(=O)N. Drug 2: C1CNP(=O)(OC1)N(CCCl)CCCl. Cell line: OVCAR-5. Synergy scores: CSS=-6.41, Synergy_ZIP=-0.689, Synergy_Bliss=-8.08, Synergy_Loewe=-9.11, Synergy_HSA=-9.10. (4) Drug 1: CCC(=C(C1=CC=CC=C1)C2=CC=C(C=C2)OCCN(C)C)C3=CC=CC=C3.C(C(=O)O)C(CC(=O)O)(C(=O)O)O. Drug 2: C1=CN(C=N1)CC(O)(P(=O)(O)O)P(=O)(O)O. Cell line: SR. Synergy scores: CSS=-14.6, Synergy_ZIP=6.14, Synergy_Bliss=-2.74, Synergy_Loewe=-20.2, Synergy_HSA=-22.1. (5) Drug 1: CC1CCC2CC(C(=CC=CC=CC(CC(C(=O)C(C(C(=CC(C(=O)CC(OC(=O)C3CCCCN3C(=O)C(=O)C1(O2)O)C(C)CC4CCC(C(C4)OC)OCCO)C)C)O)OC)C)C)C)OC. Drug 2: CN(CC1=CN=C2C(=N1)C(=NC(=N2)N)N)C3=CC=C(C=C3)C(=O)NC(CCC(=O)O)C(=O)O. Cell line: UACC-257. Synergy scores: CSS=22.6, Synergy_ZIP=0.596, Synergy_Bliss=-1.17, Synergy_Loewe=-26.5, Synergy_HSA=-3.10.